Dataset: Full USPTO retrosynthesis dataset with 1.9M reactions from patents (1976-2016). Task: Predict the reactants needed to synthesize the given product. The reactants are: [C:1]([O:4][CH2:5][C@@H:6]1[C@@H:11]([O:12][CH2:13][C:14]2[CH:19]=[CH:18][CH:17]=[CH:16][CH:15]=2)[C@H:10]([CH:20]=[CH2:21])[C@H:9]([O:22][CH2:23][C:24]2[CH:29]=[CH:28][CH:27]=[CH:26][CH:25]=2)[C@@H:8](OC(=O)C)[O:7]1)(=[O:3])[CH3:2].[OH:34][C:35]1[CH:40]=[CH:39][C:38]([C:41]2[CH:42]=[C:43]([CH:48]=[CH:49][CH:50]=2)[C:44]([NH:46][CH3:47])=[O:45])=[CH:37][CH:36]=1.B(F)(F)F. Given the product [C:1]([O:4][CH2:5][C@@H:6]1[C@@H:11]([O:12][CH2:13][C:14]2[CH:15]=[CH:16][CH:17]=[CH:18][CH:19]=2)[C@H:10]([CH:20]=[CH2:21])[C@H:9]([O:22][CH2:23][C:24]2[CH:25]=[CH:26][CH:27]=[CH:28][CH:29]=2)[C@@H:8]([O:34][C:35]2[CH:36]=[CH:37][C:38]([C:41]3[CH:50]=[CH:49][CH:48]=[C:43]([C:44](=[O:45])[NH:46][CH3:47])[CH:42]=3)=[CH:39][CH:40]=2)[O:7]1)(=[O:3])[CH3:2], predict the reactants needed to synthesize it.